The task is: Predict the product of the given reaction.. This data is from Forward reaction prediction with 1.9M reactions from USPTO patents (1976-2016). (1) The product is: [N:39]([C:2]1[N:7]=[CH:6][N:5]=[C:4]([O:8][C:9]2[CH:14]=[CH:13][C:12]([NH:15][C:16]([NH:18][C:19]3[CH:24]=[C:23]([C:25]([F:28])([F:27])[F:26])[CH:22]=[C:21]([CH2:29][N:30]4[CH2:35][CH2:34][N:33]([CH:36]([CH3:38])[CH3:37])[CH2:32][CH2:31]4)[CH:20]=3)=[O:17])=[CH:11][CH:10]=2)[CH:3]=1)=[N+:40]=[N-:41]. Given the reactants Cl[C:2]1[N:7]=[CH:6][N:5]=[C:4]([O:8][C:9]2[CH:14]=[CH:13][C:12]([NH:15][C:16]([NH:18][C:19]3[CH:24]=[C:23]([C:25]([F:28])([F:27])[F:26])[CH:22]=[C:21]([CH2:29][N:30]4[CH2:35][CH2:34][N:33]([CH:36]([CH3:38])[CH3:37])[CH2:32][CH2:31]4)[CH:20]=3)=[O:17])=[CH:11][CH:10]=2)[CH:3]=1.[N-:39]=[N+:40]=[N-:41].[Na+].O, predict the reaction product. (2) Given the reactants [F:1][C:2]1[CH:3]=[C:4]([CH2:9][C:10]([NH:12][C@H:13]([C:15]([OH:17])=O)[CH3:14])=[O:11])[CH:5]=[C:6]([F:8])[CH:7]=1.Cl.[NH2:19][CH:20]([CH2:25][O:26][CH3:27])[C:21]([O:23][CH3:24])=[O:22], predict the reaction product. The product is: [F:8][C:6]1[CH:5]=[C:4]([CH2:9][C:10]([NH:12][C@H:13]([C:15]([NH:19][CH:20]([CH2:25][O:26][CH3:27])[C:21]([O:23][CH3:24])=[O:22])=[O:17])[CH3:14])=[O:11])[CH:3]=[C:2]([F:1])[CH:7]=1. (3) Given the reactants Cl.[NH2:2][C@@H:3]1[CH2:8][CH2:7][C@H:6]([NH:9][C:10]([C:12]2[C:16]3[N:17]=[CH:18][N:19]=[C:20]([C:21]4[CH:26]=[C:25]([O:27][CH3:28])[CH:24]=[CH:23][C:22]=4[O:29][CH2:30][CH:31]4[CH2:33][CH2:32]4)[C:15]=3[NH:14][C:13]=2[CH3:34])=[O:11])[CH2:5][CH2:4]1.[CH3:35][O:36][CH2:37][C:38](Cl)=[O:39], predict the reaction product. The product is: [CH:31]1([CH2:30][O:29][C:22]2[CH:23]=[CH:24][C:25]([O:27][CH3:28])=[CH:26][C:21]=2[C:20]2[C:15]3[NH:14][C:13]([CH3:34])=[C:12]([C:10]([NH:9][C@H:6]4[CH2:7][CH2:8][C@@H:3]([NH:2][C:38](=[O:39])[CH2:37][O:36][CH3:35])[CH2:4][CH2:5]4)=[O:11])[C:16]=3[N:17]=[CH:18][N:19]=2)[CH2:32][CH2:33]1. (4) Given the reactants [F:1][C:2]([F:37])([F:36])[C:3]1[CH:4]=[C:5]([CH:29]=[C:30]([C:32]([F:35])([F:34])[F:33])[CH:31]=1)[CH2:6][N:7]1[CH2:14][CH2:13][CH2:12][O:11][C:10]2[N:15]=[C:16](Cl)[CH:17]=[C:18]([C:19]3[CH:24]=[CH:23][CH:22]=[CH:21][C:20]=3[O:25][CH3:26])[C:9]=2[C:8]1=[O:28].[C:38]([N:41]1[CH2:46][CH2:45][NH:44][CH2:43][CH2:42]1)(=[O:40])[CH3:39], predict the reaction product. The product is: [C:38]([N:41]1[CH2:46][CH2:45][N:44]([C:16]2[CH:17]=[C:18]([C:19]3[CH:24]=[CH:23][CH:22]=[CH:21][C:20]=3[O:25][CH3:26])[C:9]3[C:8](=[O:28])[N:7]([CH2:6][C:5]4[CH:4]=[C:3]([C:2]([F:37])([F:36])[F:1])[CH:31]=[C:30]([C:32]([F:35])([F:34])[F:33])[CH:29]=4)[CH2:14][CH2:13][CH2:12][O:11][C:10]=3[N:15]=2)[CH2:43][CH2:42]1)(=[O:40])[CH3:39]. (5) Given the reactants [OH:1][CH2:2][CH2:3][CH:4]1[N:9]2[CH:10]=[C:11]([C:13]3[CH:18]=[CH:17][CH:16]=[C:15]([Cl:19])[CH:14]=3)[CH:12]=[C:8]2[C:7](=[O:20])[NH:6][CH2:5]1.[S:21](Cl)([CH3:24])(=[O:23])=[O:22].O, predict the reaction product. The product is: [CH3:24][S:21]([O:1][CH2:2][CH2:3][CH:4]1[N:9]2[CH:10]=[C:11]([C:13]3[CH:18]=[CH:17][CH:16]=[C:15]([Cl:19])[CH:14]=3)[CH:12]=[C:8]2[C:7](=[O:20])[NH:6][CH2:5]1)(=[O:23])=[O:22].